Dataset: Full USPTO retrosynthesis dataset with 1.9M reactions from patents (1976-2016). Task: Predict the reactants needed to synthesize the given product. Given the product [Cl:16][C:17]1[C:22]([CH2:23][O:24][CH:25]2[CH2:30][CH2:29][CH2:28][CH2:27][O:26]2)=[C:21]([OH:6])[CH:20]=[N:19][CH:18]=1, predict the reactants needed to synthesize it. The reactants are: [K].CCSC(N(CC(C)C)CC(C)C)=[O:6].[Cl:16][C:17]1[CH:18]=[N:19][CH:20]=[C:21](Cl)[C:22]=1[CH2:23][O:24][CH:25]1[CH2:30][CH2:29][CH2:28][CH2:27][O:26]1.